This data is from Reaction yield outcomes from USPTO patents with 853,638 reactions. The task is: Predict the reaction yield, written as a fraction of the theoretical maximum amount of product (1.0 means a 100% yield; for example, 0.34 means a 34% yield). (1) The reactants are [C:1]12([C:11](Cl)=[O:12])[CH2:10][CH:5]3[CH2:6][CH:7]([CH2:9][CH:3]([CH2:4]3)[CH2:2]1)[CH2:8]2.[NH2:14][C:15]1[CH:16]=[N:17][C:18]2[C:23]([CH:24]=1)=[CH:22][CH:21]=[CH:20][CH:19]=2.N1C=CC=CC=1. The catalyst is O. The product is [N:17]1[C:18]2[C:23](=[CH:22][CH:21]=[CH:20][CH:19]=2)[CH:24]=[C:15]([NH:14][C:11]([C:1]23[CH2:10][CH:5]4[CH2:6][CH:7]([CH2:9][CH:3]([CH2:4]4)[CH2:2]2)[CH2:8]3)=[O:12])[CH:16]=1. The yield is 0.290. (2) No catalyst specified. The reactants are FC1C=CC=CC=1NC(=S)NC1C=CC(C2C=C3C(CN([C@@H](C(C)C)C(O)=O)C3=O)=CC=2)=CC=1.[Cl:35][C:36]1[CH:41]=[CH:40][C:39]([NH:42][C:43](=[S:69])[NH:44][C:45]2[CH:50]=[CH:49][C:48]([C:51]3[CH:59]=[C:58]4[C:54]([CH2:55][N:56]([C@@H:61]([CH:66]([CH3:68])[CH3:67])[C:62]([O:64]C)=[O:63])[C:57]4=[O:60])=[CH:53][CH:52]=3)=[CH:47][CH:46]=2)=[CH:38][CH:37]=1. The yield is 0.840. The product is [Cl:35][C:36]1[CH:37]=[CH:38][C:39]([NH:42][C:43](=[S:69])[NH:44][C:45]2[CH:50]=[CH:49][C:48]([C:51]3[CH:59]=[C:58]4[C:54]([CH2:55][N:56]([C@@H:61]([CH:66]([CH3:67])[CH3:68])[C:62]([OH:64])=[O:63])[C:57]4=[O:60])=[CH:53][CH:52]=3)=[CH:47][CH:46]=2)=[CH:40][CH:41]=1. (3) The reactants are Br[C:2]1[CH:3]=[C:4]([C:9]([CH3:13])([CH3:12])[C:10]#[N:11])[CH:5]=[C:6]([Br:8])[CH:7]=1.CO[B:16]1[O:20][C:19]([CH3:22])([CH3:21])[C:18]([CH3:24])([CH3:23])[O:17]1. The catalyst is O1CCCC1. The product is [Br:8][C:6]1[CH:5]=[C:4]([C:9]([CH3:13])([CH3:12])[C:10]#[N:11])[CH:3]=[C:2]([B:16]2[O:20][C:19]([CH3:22])([CH3:21])[C:18]([CH3:24])([CH3:23])[O:17]2)[CH:7]=1. The yield is 0.950. (4) The reactants are C[O:2][C:3]([C:5]1[C:6]([C:14]2[CH:19]=[CH:18][CH:17]=[CH:16][C:15]=2[N+:20]([O-:22])=[O:21])=[CH:7][CH:8]=[C:9]([C:11](=[S:13])[NH2:12])[CH:10]=1)=[O:4].Br.Br[CH2:25][C:26]([C:28]1[CH:29]=[N:30][CH:31]=[CH:32][CH:33]=1)=O. No catalyst specified. The product is [N+:20]([C:15]1[CH:16]=[CH:17][CH:18]=[CH:19][C:14]=1[C:6]1[C:5]([C:3]([OH:2])=[O:4])=[CH:10][C:9]([C:11]2[S:13][CH:25]=[C:26]([C:28]3[CH:29]=[N:30][CH:31]=[CH:32][CH:33]=3)[N:12]=2)=[CH:8][CH:7]=1)([O-:22])=[O:21]. The yield is 0.470. (5) The reactants are [CH3:1][O:2][C:3]1[CH:4]=[C:5]2[C:10](=[CH:11][CH:12]=1)[NH:9][C:8](=O)[C:7]([C:14]([F:17])([F:16])[F:15])=[N:6]2.O=P(Cl)(Cl)[Cl:20]. No catalyst specified. The product is [Cl:20][C:8]1[C:7]([C:14]([F:17])([F:16])[F:15])=[N:6][C:5]2[C:10](=[CH:11][CH:12]=[C:3]([O:2][CH3:1])[CH:4]=2)[N:9]=1. The yield is 0.860. (6) The reactants are Cl[C:2]1[CH:7]=[C:6]([Cl:8])[N:5]=[C:4]([NH2:9])[N:3]=1.[NH2:10][C:11]1[CH:16]=[CH:15][C:14]([CH3:17])=[CH:13][CH:12]=1.[OH-].[Na+]. The catalyst is O1CCOCC1. The product is [Cl:8][C:6]1[N:5]=[C:4]([NH2:9])[N:3]=[C:2]([NH:10][C:11]2[CH:16]=[CH:15][C:14]([CH3:17])=[CH:13][CH:12]=2)[CH:7]=1. The yield is 0.780. (7) The reactants are Cl.Cl.[CH3:3][N:4]1[CH:8]=[C:7]([C:9]2[CH:10]=[C:11]([C:15]3([CH2:21][NH2:22])[CH2:20][CH2:19][NH:18][CH2:17][CH2:16]3)[CH:12]=[CH:13][CH:14]=2)[CH:6]=[N:5]1.[CH:23]1[C:27]2[C:28](Cl)=[N:29][CH:30]=[N:31][C:26]=2[NH:25][CH:24]=1.C(N(C(C)C)C(C)C)C. The catalyst is CN(C=O)C. The product is [CH3:3][N:4]1[CH:8]=[C:7]([C:9]2[CH:10]=[C:11]([C:15]3([CH2:21][NH2:22])[CH2:20][CH2:19][N:18]([C:28]4[C:27]5[CH:23]=[CH:24][NH:25][C:26]=5[N:31]=[CH:30][N:29]=4)[CH2:17][CH2:16]3)[CH:12]=[CH:13][CH:14]=2)[CH:6]=[N:5]1. The yield is 0.186. (8) The reactants are [C:1]([O:5][C:6](=[O:12])[C@H:7]1[CH2:11][CH2:10][CH2:9][NH:8]1)([CH3:4])([CH3:3])[CH3:2].C(N(CC)CC)C.[C:20](Cl)(=[O:23])[CH:21]=[CH2:22]. The catalyst is ClCCl. The product is [C:1]([O:5][C:6]([C@H:7]1[CH2:11][CH2:10][CH2:9][N:8]1[C:20](=[O:23])[CH:21]=[CH2:22])=[O:12])([CH3:4])([CH3:2])[CH3:3]. The yield is 1.00. (9) The reactants are [CH2:1]([O:3][C:4]([CH2:6][CH2:7][CH2:8][C:9]1[O:10][C:11]2[C:16]([C:17](=[O:27])[C:18]=1[C:19]1[CH:24]=[CH:23][C:22]([O:25]C)=[CH:21][CH:20]=1)=[C:15]([OH:28])[CH:14]=[C:13]([OH:29])[CH:12]=2)=[O:5])C.B(Br)(Br)Br.CO. The catalyst is C(Cl)Cl. The product is [CH3:1][O:3][C:4]([CH2:6][CH2:7][CH2:8][C:9]1[O:10][C:11]2[C:16]([C:17](=[O:27])[C:18]=1[C:19]1[CH:24]=[CH:23][C:22]([OH:25])=[CH:21][CH:20]=1)=[C:15]([OH:28])[CH:14]=[C:13]([OH:29])[CH:12]=2)=[O:5]. The yield is 0.750. (10) The reactants are [Cl:1][C:2]1[CH:3]=[C:4]([CH:8]([OH:19])[CH2:9][O:10][C:11]2[CH:18]=[CH:17][C:14]([CH:15]=O)=[CH:13][CH:12]=2)[CH:5]=[CH:6][CH:7]=1.[S:20]1[CH2:24][C:23](=[O:25])[NH:22][C:21]1=[O:26].N1CCCCC1. The catalyst is CCO. The product is [Cl:1][C:2]1[CH:3]=[C:4]([CH:8]([OH:19])[CH2:9][O:10][C:11]2[CH:18]=[CH:17][C:14]([CH:15]=[C:24]3[S:20][C:21](=[O:26])[NH:22][C:23]3=[O:25])=[CH:13][CH:12]=2)[CH:5]=[CH:6][CH:7]=1. The yield is 0.890.